The task is: Regression. Given a peptide amino acid sequence and an MHC pseudo amino acid sequence, predict their binding affinity value. This is MHC class II binding data.. This data is from Peptide-MHC class II binding affinity with 134,281 pairs from IEDB. (1) The peptide sequence is LLNAKFFHMNIYECK. The MHC is DRB3_0101 with pseudo-sequence DRB3_0101. The binding affinity (normalized) is 0.455. (2) The peptide sequence is IPTFLQEALNIALVA. The MHC is DRB1_0802 with pseudo-sequence DRB1_0802. The binding affinity (normalized) is 0. (3) The peptide sequence is DHMSIYKFMGRSHFL. The MHC is DRB3_0202 with pseudo-sequence DRB3_0202. The binding affinity (normalized) is 0.